Task: Predict the product of the given reaction.. Dataset: Forward reaction prediction with 1.9M reactions from USPTO patents (1976-2016) (1) Given the reactants O[C:2]1[CH:15]=[C:14](O)[CH:13]=[CH:12][C:3]=1[C:4]([C:6]1[CH:11]=[CH:10][CH:9]=[CH:8][CH:7]=1)=[O:5].C1(=O)OCCO1, predict the reaction product. The product is: [C:4]([C:6]1[CH:11]=[CH:10][CH:9]=[CH:8][CH:7]=1)(=[O:5])[C:3]1[CH:12]=[CH:13][CH:14]=[CH:15][CH:2]=1. (2) Given the reactants [NH2:1][C:2]1[C:3]([C:15]([NH:17][CH3:18])=[O:16])=[N:4][C:5]([CH:8]2[CH2:13][CH2:12][C:11](=[O:14])[CH2:10][CH2:9]2)=[CH:6][CH:7]=1.CO.[BH4-].[Na+], predict the reaction product. The product is: [NH2:1][C:2]1[C:3]([C:15]([NH:17][CH3:18])=[O:16])=[N:4][C:5]([C@H:8]2[CH2:9][CH2:10][C@H:11]([OH:14])[CH2:12][CH2:13]2)=[CH:6][CH:7]=1.